From a dataset of NCI-60 drug combinations with 297,098 pairs across 59 cell lines. Regression. Given two drug SMILES strings and cell line genomic features, predict the synergy score measuring deviation from expected non-interaction effect. Synergy scores: CSS=48.2, Synergy_ZIP=-2.32, Synergy_Bliss=-0.974, Synergy_Loewe=-4.32, Synergy_HSA=2.60. Drug 2: C(CC(=O)O)C(=O)CN.Cl. Drug 1: CC1OCC2C(O1)C(C(C(O2)OC3C4COC(=O)C4C(C5=CC6=C(C=C35)OCO6)C7=CC(=C(C(=C7)OC)O)OC)O)O. Cell line: NCIH23.